From a dataset of Catalyst prediction with 721,799 reactions and 888 catalyst types from USPTO. Predict which catalyst facilitates the given reaction. (1) Reactant: [CH3:1][CH:2]([NH:4][C:5]([CH:7]=[CH2:8])=[O:6])[CH3:3].[C:9]([O:13][N:14]1[C:18](=[O:19])[CH2:17][CH2:16][C:15]1=[O:20])(=[O:12])[CH:10]=[CH2:11].C1COCC1. Product: [CH3:1][CH:2]([NH:4][C:5]([CH:7]=[CH2:8])=[O:6])[CH3:3].[C:9]([O:13][N:14]1[C:15](=[O:20])[CH2:16][CH2:17][C:18]1=[O:19])(=[O:12])[CH:10]=[CH2:11]. The catalyst class is: 11. (2) Reactant: [OH-].[Na+].[BH4-].[Na+].[CH3:5][C:6]1([CH3:16])[C:14]2[C:9](=[CH:10][CH:11]=[CH:12][CH:13]=2)[C:8](=[O:15])[CH2:7]1. Product: [CH3:5][C:6]1([CH3:16])[C:14]2[C:9](=[CH:10][CH:11]=[CH:12][CH:13]=2)[CH:8]([OH:15])[CH2:7]1. The catalyst class is: 14.